Dataset: Full USPTO retrosynthesis dataset with 1.9M reactions from patents (1976-2016). Task: Predict the reactants needed to synthesize the given product. (1) Given the product [C:17]1([C:23]2([C:29]([O:31][CH3:6])=[O:30])[CH2:24][CH2:25][NH:26][CH2:27][CH2:28]2)[CH:18]=[CH:19][CH:20]=[CH:21][CH:22]=1, predict the reactants needed to synthesize it. The reactants are: S(=O)(=O)(O)O.[C:6]1(C)C=CC(S(O)(=O)=O)=CC=1.[C:17]1([C:23]2([C:29]([OH:31])=[O:30])[CH2:28][CH2:27][NH:26][CH2:25][CH2:24]2)[CH:22]=[CH:21][CH:20]=[CH:19][CH:18]=1.[OH-].[Na+]. (2) Given the product [ClH:11].[S:7]1[CH:8]=[CH:9][CH:10]=[C:6]1[C:4](=[NH:12])[NH2:5], predict the reactants needed to synthesize it. The reactants are: C[O-].[Na+].[C:4]([C:6]1[S:7][CH:8]=[CH:9][CH:10]=1)#[N:5].[Cl-:11].[NH4+:12]. (3) Given the product [Cl:8][C:9]1[CH:14]=[CH:13][CH:12]=[C:11]([Cl:15])[C:10]=1[N:16]1[CH:45]=[CH:44][C:19]2[N:20]=[C:21]([NH:24][C:25]3[CH:26]=[CH:27][C:28]([N:31]4[CH2:32][CH2:33][NH:34][CH2:35][CH2:36]4)=[CH:29][CH:30]=3)[N:22]=[CH:23][C:18]=2[C:17]1=[O:46], predict the reactants needed to synthesize it. The reactants are: C(O)(C(F)(F)F)=O.[Cl:8][C:9]1[CH:14]=[CH:13][CH:12]=[C:11]([Cl:15])[C:10]=1[N:16]1[CH:45]=[CH:44][C:19]2[N:20]=[C:21]([NH:24][C:25]3[CH:30]=[CH:29][C:28]([N:31]4[CH2:36][CH2:35][N:34](C(OC(C)(C)C)=O)[CH2:33][CH2:32]4)=[CH:27][CH:26]=3)[N:22]=[CH:23][C:18]=2[C:17]1=[O:46]. (4) The reactants are: [Cl:1][C:2]1[C:3](F)=[C:4]([CH:8]=[CH:9][CH:10]=1)[C:5](Cl)=[O:6].C(N(CC)CC)C.[NH:19]1[CH2:23][CH2:22][CH2:21][C@H:20]1[CH2:24][OH:25].C(=O)([O-])[O-].[Cs+].[Cs+]. Given the product [Cl:1][C:2]1[C:3]2[O:25][CH2:24][C@@H:20]3[CH2:21][CH2:22][CH2:23][N:19]3[C:5](=[O:6])[C:4]=2[CH:8]=[CH:9][CH:10]=1, predict the reactants needed to synthesize it. (5) Given the product [CH2:1]([N:3]1[C:12]2[C:7](=[CH:8][C:9]([O:23][CH2:24][C:25]3[CH:26]=[CH:27][C:28]([O:31][CH3:32])=[CH:29][CH:30]=3)=[C:10]([O:13][CH2:14][C:15]3[CH:20]=[CH:19][C:18]([O:21][CH3:22])=[CH:17][CH:16]=3)[CH:11]=2)[C:6](=[O:33])[C:5]([CH2:34][OH:35])=[N:4]1)[CH3:2], predict the reactants needed to synthesize it. The reactants are: [CH2:1]([N:3]1[C:12]2[C:7](=[CH:8][C:9]([O:23][CH2:24][C:25]3[CH:30]=[CH:29][C:28]([O:31][CH3:32])=[CH:27][CH:26]=3)=[C:10]([O:13][CH2:14][C:15]3[CH:20]=[CH:19][C:18]([O:21][CH3:22])=[CH:17][CH:16]=3)[CH:11]=2)[C:6](=[O:33])[C:5]([C:34](O)=[O:35])=[N:4]1)[CH3:2].C(N(CC)CC)C.ClC(OCC)=O.[BH4-].[Na+]. (6) Given the product [NH2:8][C:7]1[CH:6]=[C:5]([C:14]2[CH:19]=[CH:18][C:17]([Cl:20])=[C:16]([O:21][CH3:22])[C:15]=2[F:23])[N:4]=[C:3]([C:24]([O:26][CH2:27][CH3:34])=[O:25])[C:2]=1[S:38][CH3:37], predict the reactants needed to synthesize it. The reactants are: Cl[C:2]1=[C:3]([C:24]([O:26][CH3:27])=[O:25])[NH:4][CH:5]([C:14]2[CH:19]=[CH:18][C:17]([Cl:20])=[C:16]([O:21][CH3:22])[C:15]=2[F:23])[CH2:6]/[C:7]/1=[N:8]\OS(C)(=O)=O.C([O-])([O-])=O.[K+].[K+].[CH3:34][S-].[Na+].[CH3:37][S:38](C)=O. (7) Given the product [CH2:1]([C:4]1[N:8]([CH2:9][C:10]2[CH:15]=[CH:14][C:13]([C:16]3[C:17]([C:22]([OH:35])=[O:23])=[CH:18][CH:19]=[CH:20][CH:21]=3)=[CH:12][CH:11]=2)[C:7]2[CH:24]=[C:25]([C:29]3[N:30]=[CH:31][N:32]([CH3:34])[CH:33]=3)[CH:26]=[C:27]([CH3:28])[C:6]=2[N:5]=1)[CH2:2][CH3:3], predict the reactants needed to synthesize it. The reactants are: [CH2:1]([C:4]1[N:8]([CH2:9][C:10]2[CH:15]=[CH:14][C:13]([C:16]3[C:17]([CH:22]=[O:23])=[CH:18][CH:19]=[CH:20][CH:21]=3)=[CH:12][CH:11]=2)[C:7]2[CH:24]=[C:25]([C:29]3[N:30]=[CH:31][N:32]([CH3:34])[CH:33]=3)[CH:26]=[C:27]([CH3:28])[C:6]=2[N:5]=1)[CH2:2][CH3:3].[OH:35]O.Cl. (8) Given the product [CH3:1][C:2]1[CH:3]=[C:4]([CH:11]=[CH:12][CH:13]=1)[CH2:5][C@@H:6]([C:8]([OH:10])=[O:9])[NH:7][C:19]([O:18][C:14]([CH3:17])([CH3:16])[CH3:15])=[O:20], predict the reactants needed to synthesize it. The reactants are: [CH3:1][C:2]1[CH:3]=[C:4]([CH:11]=[CH:12][CH:13]=1)[CH2:5][C@@H:6]([C:8]([OH:10])=[O:9])[NH2:7].[C:14]([O:18][C:19](O[C:19]([O:18][C:14]([CH3:17])([CH3:16])[CH3:15])=[O:20])=[O:20])([CH3:17])([CH3:16])[CH3:15].